From a dataset of Forward reaction prediction with 1.9M reactions from USPTO patents (1976-2016). Predict the product of the given reaction. (1) The product is: [Br:1][C:2]1[CH:7]=[CH:6][C:5]([C:8]2([C:16]([NH2:17])=[O:18])[CH2:9][C:10]3([O:12][CH2:13][CH2:14][O:15]3)[CH2:11]2)=[CH:4][CH:3]=1. Given the reactants [Br:1][C:2]1[CH:7]=[CH:6][C:5]([C:8]2([C:16]#[N:17])[CH2:11][C:10]3([O:15][CH2:14][CH2:13][O:12]3)[CH2:9]2)=[CH:4][CH:3]=1.[OH:18]O.[NH4+].[OH-], predict the reaction product. (2) Given the reactants [CH3:1][O:2][C:3](=[O:12])[C:4]1[CH:9]=[CH:8][C:7](F)=[CH:6][C:5]=1[Br:11].[OH:13][CH:14]1[CH2:19][CH2:18][NH:17][CH2:16][CH2:15]1.C(=O)([O-])[O-].[K+].[K+], predict the reaction product. The product is: [CH3:1][O:2][C:3](=[O:12])[C:4]1[CH:9]=[CH:8][C:7]([N:17]2[CH2:18][CH2:19][CH:14]([OH:13])[CH2:15][CH2:16]2)=[CH:6][C:5]=1[Br:11]. (3) Given the reactants [O:1]1[CH:5]=[CH:4][CH:3]=[C:2]1[C:6]1[NH:14][C:13]([NH2:15])=[N:12][C:11]2[C:7]=1[N:8]=[CH:9][N:10]=2.C([O-])([O-])=O.[K+].[K+].[C:22]([O:26][CH3:27])(=[O:25])[CH:23]=[CH2:24], predict the reaction product. The product is: [NH2:15][C:13]1[N:12]=[C:11]2[C:7]([N:8]=[CH:9][N:10]2[CH2:24][CH2:23][C:22]([O:26][CH3:27])=[O:25])=[C:6]([C:2]2[O:1][CH:5]=[CH:4][CH:3]=2)[N:14]=1. (4) Given the reactants C1(CCN2C3C(=CC=CC=3)C(O)(C3C(O)=CC4OCOC=4C=3)C2=O)CC1.O[C:28]1([C:43]2[C:44]([OH:52])=[CH:45][C:46]3[O:50][CH2:49][CH2:48][C:47]=3[CH:51]=2)[C:36]2[C:31](=[CH:32][CH:33]=[CH:34][CH:35]=2)[N:30]([CH2:37][CH2:38][CH2:39][CH2:40][CH3:41])[C:29]1=[O:42], predict the reaction product. The product is: [OH:52][C:44]1[C:43]([CH:28]2[C:36]3[C:31](=[CH:32][CH:33]=[CH:34][CH:35]=3)[N:30]([CH2:37][CH2:38][CH2:39][CH2:40][CH3:41])[C:29]2=[O:42])=[CH:51][C:47]2[CH2:48][CH2:49][O:50][C:46]=2[CH:45]=1. (5) Given the reactants [Cl:1][C:2]1[C:3]([NH2:11])=[C:4]([NH:8][CH2:9][CH3:10])[N:5]=[N:6][CH:7]=1.[CH2:12](OC(OCC)OCC)C, predict the reaction product. The product is: [Cl:1][C:2]1[C:3]2[N:11]=[CH:12][N:8]([CH2:9][CH3:10])[C:4]=2[N:5]=[N:6][CH:7]=1. (6) Given the reactants Cl.[O:2]([NH2:4])[CH3:3].[Br:5][C:6]1[N:7]=[CH:8][C:9]([NH:12][C:13](=[O:34])[CH:14]([C:23]2[CH:28]=[CH:27][C:26]([S:29]([CH3:32])(=[O:31])=[O:30])=[C:25]([Cl:33])[CH:24]=2)[CH2:15][CH:16]2[CH2:21][CH2:20][C:19](=O)[CH2:18][CH2:17]2)=[N:10][CH:11]=1, predict the reaction product. The product is: [Br:5][C:6]1[N:7]=[CH:8][C:9]([NH:12][C:13](=[O:34])[CH:14]([C:23]2[CH:28]=[CH:27][C:26]([S:29]([CH3:32])(=[O:30])=[O:31])=[C:25]([Cl:33])[CH:24]=2)[CH2:15][CH:16]2[CH2:21][CH2:20][C:19](=[N:4][O:2][CH3:3])[CH2:18][CH2:17]2)=[N:10][CH:11]=1. (7) Given the reactants [OH-].[Na+].C[O:4][C:5]([C:7]1[CH:15]=[C:14]2[C:10]([CH:11]=[CH:12][N:13]2[CH2:16][CH2:17][NH:18][C:19]([O:21][C:22]([CH3:25])([CH3:24])[CH3:23])=[O:20])=[CH:9][CH:8]=1)=[O:6], predict the reaction product. The product is: [C:22]([O:21][C:19]([NH:18][CH2:17][CH2:16][N:13]1[C:14]2[C:10](=[CH:9][CH:8]=[C:7]([C:5]([OH:6])=[O:4])[CH:15]=2)[CH:11]=[CH:12]1)=[O:20])([CH3:25])([CH3:23])[CH3:24]. (8) Given the reactants [O:1]=[C:2]([NH:9][C:10]1[CH:15]=[CH:14][CH:13]=[CH:12][N:11]=1)[CH2:3][C:4](OCC)=[O:5], predict the reaction product. The product is: [OH:1][C:2]1[N:9]=[C:10]2[CH:15]=[CH:14][CH:13]=[CH:12][N:11]2[C:4](=[O:5])[CH:3]=1.